Dataset: Peptide-MHC class II binding affinity with 134,281 pairs from IEDB. Task: Regression. Given a peptide amino acid sequence and an MHC pseudo amino acid sequence, predict their binding affinity value. This is MHC class II binding data. The peptide sequence is GENGRKTRSAYERMC. The MHC is DRB1_1302 with pseudo-sequence DRB1_1302. The binding affinity (normalized) is 0.